This data is from Merck oncology drug combination screen with 23,052 pairs across 39 cell lines. The task is: Regression. Given two drug SMILES strings and cell line genomic features, predict the synergy score measuring deviation from expected non-interaction effect. Drug 1: O=S1(=O)NC2(CN1CC(F)(F)F)C1CCC2Cc2cc(C=CCN3CCC(C(F)(F)F)CC3)ccc2C1. Drug 2: C#Cc1cccc(Nc2ncnc3cc(OCCOC)c(OCCOC)cc23)c1. Cell line: KPL1. Synergy scores: synergy=24.4.